From a dataset of Reaction yield outcomes from USPTO patents with 853,638 reactions. Predict the reaction yield, written as a fraction of the theoretical maximum amount of product (1.0 means a 100% yield; for example, 0.34 means a 34% yield). (1) The reactants are C([SiH](CC)CC)C.[Cl:8][C:9]1[CH:32]=[CH:31][C:12]([CH2:13][N:14]2[CH:19]=[C:18]([CH:20](O)[C:21]3[CH:26]=[CH:25][CH:24]=[C:23]([O:27][CH3:28])[CH:22]=3)[CH:17]=[CH:16][C:15]2=[O:30])=[CH:11][CH:10]=1.CO. The catalyst is C(O)(C(F)(F)F)=O. The product is [CH3:28][O:27][C:23]1[CH:22]=[C:21]([CH:26]=[CH:25][CH:24]=1)[CH2:20][C:18]1[CH:17]=[CH:16][C:15](=[O:30])[N:14]([CH2:13][C:12]2[CH:11]=[CH:10][C:9]([Cl:8])=[CH:32][CH:31]=2)[CH:19]=1. The yield is 0.710. (2) The reactants are [N:1]1([C:7]2[N:15]=[C:14]3[C:10]([NH:11][CH:12]=[N:13]3)=[C:9]([C:16]3[CH:21]=[CH:20][CH:19]=[C:18]([O:22]CC4C=CC=CC=4)[CH:17]=3)[N:8]=2)[CH2:6][CH2:5][O:4][CH2:3][CH2:2]1. The catalyst is CO.C1COCC1.[Pd]. The product is [N:1]1([C:7]2[N:15]=[C:14]3[C:10]([NH:11][CH:12]=[N:13]3)=[C:9]([C:16]3[CH:17]=[C:18]([OH:22])[CH:19]=[CH:20][CH:21]=3)[N:8]=2)[CH2:2][CH2:3][O:4][CH2:5][CH2:6]1. The yield is 0.750. (3) The reactants are [F:1][C:2]1[CH:3]=[CH:4][C:5]([O:10][C:11]2[CH:12]=[C:13]3[C:17](=[CH:18][CH:19]=2)[NH:16][N:15]=[CH:14]3)=[C:6]([CH:9]=1)[C:7]#[N:8].Br[CH2:21][CH:22]([O:25][CH3:26])[O:23][CH3:24].[H-].[Na+]. The catalyst is CN(C=O)C.[I-].C([N+](CCCC)(CCCC)CCCC)CCC.O. The product is [CH3:24][O:23][CH:22]([O:25][CH3:26])[CH2:21][N:16]1[C:17]2[C:13](=[CH:12][C:11]([O:10][C:5]3[CH:4]=[CH:3][C:2]([F:1])=[CH:9][C:6]=3[C:7]#[N:8])=[CH:19][CH:18]=2)[CH:14]=[N:15]1. The yield is 0.490. (4) The reactants are [O:1]=[C:2]1[N:6]([C:7]2[CH:12]=[CH:11][CH:10]=[CH:9][CH:8]=2)[C@H:5]([C:13]([OH:15])=O)[CH2:4][CH2:3]1.C(Cl)(=O)C(Cl)=O.Cl.Cl.[C:24]([C:28]1[CH:33]=[CH:32][CH:31]=[CH:30][C:29]=1[N:34]1[CH2:39][CH2:38][NH:37][CH2:36][CH2:35]1)([CH3:27])([CH3:26])[CH3:25]. The catalyst is CN(C)C=O.O1CCCC1. The product is [C:24]([C:28]1[CH:33]=[CH:32][CH:31]=[CH:30][C:29]=1[N:34]1[CH2:39][CH2:38][N:37]([C:13]([CH:5]2[N:6]([C:7]3[CH:8]=[CH:9][CH:10]=[CH:11][CH:12]=3)[C:2](=[O:1])[CH2:3][CH2:4]2)=[O:15])[CH2:36][CH2:35]1)([CH3:27])([CH3:25])[CH3:26]. The yield is 0.590. (5) The reactants are Br[CH2:2][C:3]([C:5]1[CH:10]=[CH:9][C:8]([O:11][CH2:12][CH2:13][CH2:14][CH2:15][CH2:16][CH2:17][CH3:18])=[CH:7][CH:6]=1)=O.[Br:19][C:20]1[CH:28]=[CH:27][C:23]([C:24](=[S:26])[NH2:25])=[CH:22][CH:21]=1.C(O)(C)C. The yield is 0.520. The product is [Br:19][C:20]1[CH:28]=[CH:27][C:23]([C:24]2[S:26][CH:2]=[C:3]([C:5]3[CH:10]=[CH:9][C:8]([O:11][CH2:12][CH2:13][CH2:14][CH2:15][CH2:16][CH2:17][CH3:18])=[CH:7][CH:6]=3)[N:25]=2)=[CH:22][CH:21]=1. The catalyst is CCO. (6) The reactants are CO[C:3]([C:5]1[N:6]=[C:7]([C:23]#[N:24])[C:8]2[C:13]([C:14]=1[OH:15])=[CH:12][CH:11]=[C:10]([O:16][C:17]1[CH:22]=[CH:21][CH:20]=[CH:19][CH:18]=1)[CH:9]=2)=[O:4].[CH3:25][O-:26].[Na+].CO.Cl.[OH2:31]. The product is [C:23]([C:7]1[C:8]2[C:13](=[CH:12][CH:11]=[C:10]([O:16][C:17]3[CH:18]=[CH:19][CH:20]=[CH:21][CH:22]=3)[CH:9]=2)[C:14]([OH:15])=[C:5]([C:3]([NH:6][CH2:5][C@@H:14]([CH3:13])[C:25]([OH:31])=[O:26])=[O:4])[N:6]=1)#[N:24]. The yield is 0.140. No catalyst specified.